Dataset: Forward reaction prediction with 1.9M reactions from USPTO patents (1976-2016). Task: Predict the product of the given reaction. (1) Given the reactants [CH2:1]1[C:9]2[C:4](=[CH:5][CH:6]=[CH:7][CH:8]=2)[CH2:3][CH:2]1[C:10]([OH:12])=[O:11].OS(O)(=O)=O.[CH3:18]O, predict the reaction product. The product is: [CH3:18][O:11][C:10]([CH:2]1[CH2:1][C:9]2[C:4](=[CH:5][CH:6]=[CH:7][CH:8]=2)[CH2:3]1)=[O:12]. (2) Given the reactants C(OC([N:8]1[CH2:12][CH2:11][CH:10]([O:13][C:14]2[CH:19]=[CH:18][C:17]([C:20]([F:23])([F:22])[F:21])=[CH:16][CH:15]=2)[CH2:9]1)=O)(C)(C)C.FC(F)(F)C(O)=O, predict the reaction product. The product is: [F:23][C:20]([F:21])([F:22])[C:17]1[CH:18]=[CH:19][C:14]([O:13][CH:10]2[CH2:11][CH2:12][NH:8][CH2:9]2)=[CH:15][CH:16]=1. (3) Given the reactants [F:1][C:2]1[CH:7]=[C:6]([CH3:8])[CH:5]=[CH:4][C:3]=1[NH:9][C:10]1[CH:18]=[C:17]2[C:13]([C:14]([CH2:28][N:29]([CH3:37])[C:30](=[O:36])[O:31][C:32]([CH3:35])([CH3:34])[CH3:33])=[CH:15][N:16]2S(C2C=NC=CC=2)(=O)=O)=[CH:12][CH:11]=1.[F-].C([N+](CCCC)(CCCC)CCCC)CCC.O1CCCC1, predict the reaction product. The product is: [F:1][C:2]1[CH:7]=[C:6]([CH3:8])[CH:5]=[CH:4][C:3]=1[NH:9][C:10]1[CH:18]=[C:17]2[C:13]([C:14]([CH2:28][N:29]([CH3:37])[C:30](=[O:36])[O:31][C:32]([CH3:33])([CH3:35])[CH3:34])=[CH:15][NH:16]2)=[CH:12][CH:11]=1. (4) Given the reactants [NH2:1][C:2]1[N:3]=[N:4][C:5]([Cl:10])=[CH:6][C:7]=1[O:8][CH3:9].[H-].[Na+].[Cl:13][C:14]1[C:19]([Cl:20])=[CH:18][CH:17]=[CH:16][C:15]=1[S:21](Cl)(=[O:23])=[O:22].C(O)(=O)C, predict the reaction product. The product is: [Cl:13][C:14]1[C:19]([Cl:20])=[CH:18][CH:17]=[CH:16][C:15]=1[S:21]([NH:1][C:2]1[N:3]=[N:4][C:5]([Cl:10])=[CH:6][C:7]=1[O:8][CH3:9])(=[O:23])=[O:22]. (5) Given the reactants [OH:1][C:2]1[CH:3]=[C:4]2[C:9](=[CH:10][CH:11]=1)[CH:8]=[C:7]([C:12]([OH:14])=[O:13])[CH:6]=[CH:5]2.[CH2:15](Cl)[C:16]1[CH:21]=[CH:20][CH:19]=[CH:18][CH:17]=1.C(=O)([O-])[O-].[K+].[K+].[I-].[Na+], predict the reaction product. The product is: [CH2:15]([O:1][C:2]1[CH:3]=[C:4]2[C:9](=[CH:10][CH:11]=1)[CH:8]=[C:7]([C:12]([O:14][CH2:5][C:4]1[CH:9]=[CH:10][CH:11]=[CH:2][CH:3]=1)=[O:13])[CH:6]=[CH:5]2)[C:16]1[CH:21]=[CH:20][CH:19]=[CH:18][CH:17]=1. (6) Given the reactants [CH2:1]([CH2:3][NH2:4])[OH:2].C(N(CC)CC)C.Cl.[F:13][C:14]([F:48])([F:47])[C:15]1[CH:20]=[C:19]([C:21]2[CH:26]=[CH:25][C:24]([C:27]([F:30])([F:29])[F:28])=[CH:23][CH:22]=2)[N:18]=[C:17]([C:31]2[CH:36]=[CH:35][N:34]=[C:33]([C:37]3[CH:38]=[C:39]([S:43](Cl)(=[O:45])=[O:44])[CH:40]=[CH:41][CH:42]=3)[CH:32]=2)[N:16]=1, predict the reaction product. The product is: [OH:2][CH2:1][CH2:3][NH:4][S:43]([C:39]1[CH:40]=[CH:41][CH:42]=[C:37]([C:33]2[CH:32]=[C:31]([C:17]3[N:16]=[C:15]([C:14]([F:13])([F:47])[F:48])[CH:20]=[C:19]([C:21]4[CH:26]=[CH:25][C:24]([C:27]([F:30])([F:28])[F:29])=[CH:23][CH:22]=4)[N:18]=3)[CH:36]=[CH:35][N:34]=2)[CH:38]=1)(=[O:44])=[O:45]. (7) Given the reactants [Cl:1][C:2]1[CH:3]=[C:4]2[C:9](=[CH:10][C:11]=1[O:12][C:13]1[CH:18]=[CH:17][C:16]([C:19](=[O:34])[NH:20][C:21]3[CH:26]=[CH:25][CH:24]=[C:23]([C:27]4[CH:32]=[CH:31][C:30]([Cl:33])=[CH:29][CH:28]=4)[N:22]=3)=[CH:15][CH:14]=1)[O:8][CH2:7][CH2:6][CH:5]2[C:35]([OH:37])=[O:36].[C:38](OC(O[C:38]([CH3:41])([CH3:40])[CH3:39])N(C)C)([CH3:41])([CH3:40])[CH3:39], predict the reaction product. The product is: [Cl:1][C:2]1[CH:3]=[C:4]2[C:9](=[CH:10][C:11]=1[O:12][C:13]1[CH:14]=[CH:15][C:16]([C:19](=[O:34])[NH:20][C:21]3[CH:26]=[CH:25][CH:24]=[C:23]([C:27]4[CH:32]=[CH:31][C:30]([Cl:33])=[CH:29][CH:28]=4)[N:22]=3)=[CH:17][CH:18]=1)[O:8][CH2:7][CH2:6][CH:5]2[C:35]([O:37][C:38]([CH3:41])([CH3:40])[CH3:39])=[O:36]. (8) The product is: [CH3:38][C:34]1[N:33]=[C:32]([C:9]2[C:8]([C:6]3[CH:5]=[CH:4][N:3]=[C:2]([C:45]4[CH:46]=[CH:47][C:42]([C:39]([OH:41])=[O:40])=[CH:43][CH:44]=4)[CH:7]=3)=[CH:12][N:11]([C:13]([C:26]3[CH:31]=[CH:30][CH:29]=[CH:28][CH:27]=3)([C:20]3[CH:25]=[CH:24][CH:23]=[CH:22][CH:21]=3)[C:14]3[CH:19]=[CH:18][CH:17]=[CH:16][CH:15]=3)[N:10]=2)[CH:37]=[CH:36][CH:35]=1. Given the reactants Br[C:2]1[CH:7]=[C:6]([C:8]2[C:9]([C:32]3[CH:37]=[CH:36][CH:35]=[C:34]([CH3:38])[N:33]=3)=[N:10][N:11]([C:13]([C:26]3[CH:31]=[CH:30][CH:29]=[CH:28][CH:27]=3)([C:20]3[CH:25]=[CH:24][CH:23]=[CH:22][CH:21]=3)[C:14]3[CH:19]=[CH:18][CH:17]=[CH:16][CH:15]=3)[CH:12]=2)[CH:5]=[CH:4][N:3]=1.[C:39]([C:42]1[CH:47]=[CH:46][C:45](B(O)O)=[CH:44][CH:43]=1)([OH:41])=[O:40], predict the reaction product.